Dataset: Catalyst prediction with 721,799 reactions and 888 catalyst types from USPTO. Task: Predict which catalyst facilitates the given reaction. (1) Reactant: [F:1][C:2]([F:37])([F:36])[C:3]1[CH:31]=[C:30]([C:32]([F:35])([F:34])[F:33])[CH:29]=[CH:28][C:4]=1[CH2:5][O:6][C:7]1[CH:12]=[CH:11][C:10]([CH:13]=[C:14]2[S:18][C:17]([N:19]3[CH2:24][CH2:23][NH:22][CH2:21][CH2:20]3)=[N:16][C:15]2=[O:25])=[CH:9][C:8]=1[O:26][CH3:27].C(Cl)(Cl)Cl.[C:42](Cl)(=[O:44])[CH3:43]. Product: [C:42]([N:22]1[CH2:21][CH2:20][N:19]([C:17]2[S:18][C:14](=[CH:13][C:10]3[CH:11]=[CH:12][C:7]([O:6][CH2:5][C:4]4[CH:28]=[CH:29][C:30]([C:32]([F:35])([F:33])[F:34])=[CH:31][C:3]=4[C:2]([F:36])([F:1])[F:37])=[C:8]([O:26][CH3:27])[CH:9]=3)[C:15](=[O:25])[N:16]=2)[CH2:24][CH2:23]1)(=[O:44])[CH3:43]. The catalyst class is: 25. (2) Reactant: [CH3:1][C:2]([CH3:15])([CH2:6][O:7][Si:8]([CH3:14])([CH3:13])[C:9]([CH3:12])([CH3:11])[CH3:10])[CH2:3][CH2:4][OH:5].[C:16]([O:20][C:21]([NH:23][CH2:24][C:25](O)=[O:26])=[O:22])([CH3:19])([CH3:18])[CH3:17]. Product: [C:16]([O:20][C:21]([NH:23][CH2:24][C:25]([O:5][CH2:4][CH2:3][C:2]([CH3:15])([CH3:1])[CH2:6][O:7][Si:8]([CH3:14])([CH3:13])[C:9]([CH3:10])([CH3:12])[CH3:11])=[O:26])=[O:22])([CH3:19])([CH3:18])[CH3:17]. The catalyst class is: 154. (3) Reactant: [CH:1]1[C:6](/[CH:7]=[CH:8]/[C:9]([OH:11])=[O:10])=[CH:5][CH:4]=[C:3]([OH:12])[CH:2]=1.[OH-].[K+].Cl[C:16]([O:18][CH2:19][CH3:20])=[O:17].Cl. Product: [CH2:19]([O:18][C:16]([O:12][C:3]1[CH:4]=[CH:5][C:6](/[CH:7]=[CH:8]/[C:9]([OH:11])=[O:10])=[CH:1][CH:2]=1)=[O:17])[CH3:20]. The catalyst class is: 6. (4) Reactant: [CH:1]1([C:4]2[O:8][N:7]=[C:6]([C:9]3[C:14]([Cl:15])=[CH:13][CH:12]=[CH:11][C:10]=3[Cl:16])[C:5]=2[CH2:17][OH:18])[CH2:3][CH2:2]1.O=S(Cl)Cl.[Br:23][C:24]1[CH:29]=[CH:28][C:27](O)=[CH:26][C:25]=1[Cl:31].C([O-])([O-])=O.[K+].[K+].[Na+].[I-]. Product: [Br:23][C:24]1[CH:29]=[CH:28][C:27]([O:18][CH2:17][C:5]2[C:6]([C:9]3[C:10]([Cl:16])=[CH:11][CH:12]=[CH:13][C:14]=3[Cl:15])=[N:7][O:8][C:4]=2[CH:1]2[CH2:3][CH2:2]2)=[CH:26][C:25]=1[Cl:31]. The catalyst class is: 34. (5) Reactant: [CH3:1][O:2][C:3]1[CH:12]=[CH:11][C:10]2[C:5](=[CH:6][CH:7]=[C:8]([C:13]3[CH2:18][CH2:17][CH:16]([CH2:19][CH2:20][CH3:21])[CH2:15][CH:14]=3)[CH:9]=2)[CH:4]=1.[H][H]. Product: [CH3:1][O:2][C:3]1[CH:12]=[CH:11][C:10]2[C:5](=[CH:6][CH:7]=[C:8]([C@H:13]3[CH2:18][CH2:17][C@H:16]([CH2:19][CH2:20][CH3:21])[CH2:15][CH2:14]3)[CH:9]=2)[CH:4]=1. The catalyst class is: 586. (6) Reactant: [NH2:1][C:2]1[CH:15]=[CH:14][C:13]2[C:4](=[C:5]([NH2:16])[C:6]3[C:11]([N:12]=2)=[CH:10][CH:9]=[CH:8][CH:7]=3)[CH:3]=1.[C:17](OC(=O)C)(=[O:19])[CH3:18]. Product: [C:17]([NH:1][C:2]1[CH:15]=[CH:14][C:13]2[C:4](=[C:5]([NH2:16])[C:6]3[C:11]([N:12]=2)=[CH:10][CH:9]=[CH:8][CH:7]=3)[CH:3]=1)(=[O:19])[CH3:18]. The catalyst class is: 15.